From a dataset of Full USPTO retrosynthesis dataset with 1.9M reactions from patents (1976-2016). Predict the reactants needed to synthesize the given product. (1) Given the product [CH2:1]([O:8][C:9]1[CH:24]=[C:23]([N:25]([CH2:41][C:42]2[CH:43]=[CH:44][C:45]([CH:48]3[CH2:49][CH2:50][N:51]([C:60](=[O:61])[C:59]4[CH:63]=[CH:64][C:56]([C:54]#[N:55])=[CH:57][CH:58]=4)[CH2:52][CH2:53]3)=[CH:46][CH:47]=2)[C:26](=[O:40])[CH2:27][N:28]([CH3:39])[S:29]([C:32]2[CH:37]=[CH:36][C:35]([CH3:38])=[CH:34][CH:33]=2)(=[O:31])=[O:30])[CH:22]=[CH:21][C:10]=1[C:11]([O:13][CH2:14][C:15]1[CH:16]=[CH:17][CH:18]=[CH:19][CH:20]=1)=[O:12])[C:2]1[CH:7]=[CH:6][CH:5]=[CH:4][CH:3]=1, predict the reactants needed to synthesize it. The reactants are: [CH2:1]([O:8][C:9]1[CH:24]=[C:23]([N:25]([CH2:41][C:42]2[CH:47]=[CH:46][C:45]([CH:48]3[CH2:53][CH2:52][NH:51][CH2:50][CH2:49]3)=[CH:44][CH:43]=2)[C:26](=[O:40])[CH2:27][N:28]([CH3:39])[S:29]([C:32]2[CH:37]=[CH:36][C:35]([CH3:38])=[CH:34][CH:33]=2)(=[O:31])=[O:30])[CH:22]=[CH:21][C:10]=1[C:11]([O:13][CH2:14][C:15]1[CH:20]=[CH:19][CH:18]=[CH:17][CH:16]=1)=[O:12])[C:2]1[CH:7]=[CH:6][CH:5]=[CH:4][CH:3]=1.[C:54]([C:56]1[CH:64]=[CH:63][C:59]([C:60](O)=[O:61])=[CH:58][CH:57]=1)#[N:55]. (2) Given the product [CH3:1][O:2][C:3]1[CH:12]=[C:11]2[C:6]([C:7]([O:13][CH2:14][C:15]3[N:19]4[N:20]=[C:21]([C:24]5[S:28][C:27]([C:29]([Cl:34])=[O:31])=[CH:26][CH:25]=5)[CH:22]=[CH:23][C:18]4=[N:17][N:16]=3)=[CH:8][CH:9]=[N:10]2)=[CH:5][CH:4]=1, predict the reactants needed to synthesize it. The reactants are: [CH3:1][O:2][C:3]1[CH:12]=[C:11]2[C:6]([C:7]([O:13][CH2:14][C:15]3[N:19]4[N:20]=[C:21]([C:24]5[S:28][C:27]([C:29]([OH:31])=O)=[CH:26][CH:25]=5)[CH:22]=[CH:23][C:18]4=[N:17][N:16]=3)=[CH:8][CH:9]=[N:10]2)=[CH:5][CH:4]=1.S(Cl)([Cl:34])=O. (3) Given the product [O:58]=[C:15]([NH:14][CH2:13][CH2:12][O:11][C@@H:1]1[O:9][C@@H:8]([CH3:10])[C@@H:6]([OH:7])[C@@H:4]([OH:5])[C@@H:2]1[OH:3])[CH2:16][N:17]([CH2:35][C:36]([NH:38][CH2:39][CH2:40][CH2:41][CH2:42][CH2:43][C:44]([NH:60][CH2:61][C@@H:62]([C:81]([OH:83])=[O:82])[NH:63][C:64]([O:66][CH2:67][CH:68]1[C:69]2[CH:70]=[CH:71][CH:72]=[CH:73][C:74]=2[C:75]2[C:80]1=[CH:79][CH:78]=[CH:77][CH:76]=2)=[O:65])=[O:45])=[O:37])[CH2:18][C:19]([NH:20][CH2:21][CH2:22][O:23][C@@H:24]1[O:32][C@@H:31]([CH3:33])[C@@H:29]([OH:30])[C@@H:27]([OH:28])[C@@H:25]1[OH:26])=[O:34], predict the reactants needed to synthesize it. The reactants are: [C@@H:1]1([O:11][CH2:12][CH2:13][NH:14][C:15](=[O:58])[CH2:16][N:17]([CH2:35][C:36]([NH:38][CH2:39][CH2:40][CH2:41][CH2:42][CH2:43][C:44](OC2C(F)=C(F)C(F)=C(F)C=2F)=[O:45])=[O:37])[CH2:18][C:19](=[O:34])[NH:20][CH2:21][CH2:22][O:23][C@@H:24]2[O:32][C@@H:31]([CH3:33])[C@@H:29]([OH:30])[C@@H:27]([OH:28])[C@@H:25]2[OH:26])[O:9][C@@H:8]([CH3:10])[C@@H:6]([OH:7])[C@@H:4]([OH:5])[C@@H:2]1[OH:3].Cl.[NH2:60][CH2:61][C@@H:62]([C:81]([OH:83])=[O:82])[NH:63][C:64]([O:66][CH2:67][CH:68]1[C:80]2[CH:79]=[CH:78][CH:77]=[CH:76][C:75]=2[C:74]2[C:69]1=[CH:70][CH:71]=[CH:72][CH:73]=2)=[O:65].CCN(C(C)C)C(C)C. (4) Given the product [Br:1][C:2]1[CH:11]=[CH:10][C:9]2[N:8]=[CH:7][C:6]3[N:12]([S:41]([C:37]4[CH:38]=[CH:39][CH:40]=[C:35]([Br:34])[CH:36]=4)(=[O:43])=[O:42])[C:13](=[O:26])[N:14]([C:15]4[CH:20]=[CH:19][C:18]([C:21]([CH3:24])([CH3:25])[C:22]#[N:23])=[CH:17][CH:16]=4)[C:5]=3[C:4]=2[CH:3]=1, predict the reactants needed to synthesize it. The reactants are: [Br:1][C:2]1[CH:11]=[CH:10][C:9]2[N:8]=[CH:7][C:6]3[NH:12][C:13](=[O:26])[N:14]([C:15]4[CH:20]=[CH:19][C:18]([C:21]([CH3:25])([CH3:24])[C:22]#[N:23])=[CH:17][CH:16]=4)[C:5]=3[C:4]=2[CH:3]=1.C(N(CC)CC)C.[Br:34][C:35]1[CH:36]=[C:37]([S:41](Cl)(=[O:43])=[O:42])[CH:38]=[CH:39][CH:40]=1.O. (5) Given the product [Cl:1][C:2]1[CH:18]=[CH:17][C:5]2[NH:6][C:7](=[O:16])[CH2:8][C:9]3[CH:12]=[N:36][C:34]([NH:33][C:27]4[CH:28]=[CH:29][C:30]([O:31][CH3:32])=[C:25]([O:24][CH3:23])[CH:26]=4)=[N:35][C:10]=3[C:4]=2[CH:3]=1, predict the reactants needed to synthesize it. The reactants are: [Cl:1][C:2]1[CH:18]=[CH:17][C:5]2[NH:6][C:7](=[O:16])[CH2:8][C:9](=[CH:12]N(C)C)[C:10](=O)[C:4]=2[CH:3]=1.[N+]([O-])(O)=O.[CH3:23][O:24][C:25]1[CH:26]=[C:27]([NH:33][C:34]([NH2:36])=[NH:35])[CH:28]=[CH:29][C:30]=1[O:31][CH3:32]. (6) Given the product [OH:7][C:6]1[CH:5]=[C:4]2[C:3]([CH2:12][CH2:11][C:10](=[O:13])[O:9]2)=[C:2]([CH3:1])[CH:8]=1, predict the reactants needed to synthesize it. The reactants are: [CH3:1][C:2]1[CH:3]=[C:4]([OH:9])[CH:5]=[C:6]([CH:8]=1)[OH:7].[C:10](O)(=[O:13])[CH:11]=[CH2:12]. (7) The reactants are: [H-].[Na+].[O:3]1[C:11]2[C:6]([NH:7][CH:8]=[CH:9][CH:10]=2)=[CH:5][C:4]1=[O:12].[Cl:13][C:14]1[CH:19]=[CH:18][C:17]([CH2:20]I)=[CH:16][N:15]=1.ClC1C=CC(CCl)=CN=1. Given the product [Cl:13][C:14]1[N:15]=[CH:16][C:17]([CH2:20][N:7]2[CH:8]=[CH:9][CH:10]=[C:11]3[O:3][C:4](=[O:12])[CH:5]=[C:6]23)=[CH:18][CH:19]=1, predict the reactants needed to synthesize it.